Task: Predict the reactants needed to synthesize the given product.. Dataset: Full USPTO retrosynthesis dataset with 1.9M reactions from patents (1976-2016) (1) Given the product [CH:1]1([C:4]2([C:9]3[CH:10]=[C:11]([CH2:14][OH:15])[S:12][CH:13]=3)[CH2:8][CH2:7][CH2:6][O:5]2)[CH2:2][CH2:3]1, predict the reactants needed to synthesize it. The reactants are: [CH:1]1([C:4]2([C:9]3[CH:10]=[C:11]([CH2:14][O:15][Si](C(C)C)(C(C)C)C(C)C)[S:12][CH:13]=3)[CH2:8][CH2:7][CH2:6][O:5]2)[CH2:3][CH2:2]1. (2) Given the product [F:22][C:23]1([F:29])[CH2:28][CH2:27][N:26]([C:2]2[N:7]=[N:6][C:5]([NH2:8])=[N:4][C:3]=2[C:9]2[CH:14]=[CH:13][CH:12]=[CH:11][CH:10]=2)[CH2:25][CH2:24]1, predict the reactants needed to synthesize it. The reactants are: Cl[C:2]1[N:7]=[N:6][C:5]([NH2:8])=[N:4][C:3]=1[C:9]1[CH:14]=[CH:13][CH:12]=[CH:11][CH:10]=1.C([O-])([O-])=O.[K+].[K+].Cl.[F:22][C:23]1([F:29])[CH2:28][CH2:27][NH:26][CH2:25][CH2:24]1. (3) Given the product [CH2:18]([O:17][C:10]1[CH:11]=[C:12](/[CH:13]=[CH:25]/[C:26]([NH:28][C:29]2[CH:37]=[CH:36][CH:35]=[CH:34][C:30]=2[C:31]([OH:33])=[O:32])=[O:27])[CH:15]=[CH:16][C:9]=1[O:8][CH3:7])[C:19]#[C:20][CH3:21], predict the reactants needed to synthesize it. The reactants are: N1CCCCC1.[CH3:7][O:8][C:9]1[CH:16]=[CH:15][C:12]([CH:13]=O)=[CH:11][C:10]=1[O:17][CH2:18][C:19]#[C:20][CH3:21].C([CH2:25][C:26]([NH:28][C:29]1[CH:37]=[CH:36][CH:35]=[CH:34][C:30]=1[C:31]([OH:33])=[O:32])=[O:27])(O)=O.CC(O)=O. (4) Given the product [Cl:20][C:17]1[S:16][C:15]([C:13]([OH:14])=[O:34])=[CH:19][CH:18]=1, predict the reactants needed to synthesize it. The reactants are: COC([C@H]1C[C@H](OC)[C@@H](N[C:13]([C:15]2[S:16][C:17]([Cl:20])=[CH:18][CH:19]=2)=[O:14])C1)=O.NC1C=CC(N2C=CC=CC2=[O:34])=CC=1F. (5) Given the product [CH:5]1[CH2:6][CH2:7][CH2:8][CH:3]=1.[CH:3]1[CH2:8][CH2:7][CH2:6][CH2:5][CH:4]=1, predict the reactants needed to synthesize it. The reactants are: [H][H].[CH:3]1[CH:8]=[CH:7][CH:6]=[CH:5][CH:4]=1. (6) The reactants are: [Br:1][C:2]1[CH:3]=[C:4]2[C:9](=[CH:10][CH:11]=1)[C:8](=[O:12])[CH2:7][CH2:6][CH2:5]2.[BH4-].[Na+]. Given the product [Br:1][C:2]1[CH:3]=[C:4]2[C:9](=[CH:10][CH:11]=1)[CH:8]([OH:12])[CH2:7][CH2:6][CH2:5]2, predict the reactants needed to synthesize it. (7) Given the product [Cl:34][C:28]1[CH:29]=[N:30][C:31]2[C:26]([CH:27]=1)=[CH:25][C:24]([CH2:23][C:19]1[CH:18]=[C:17]([CH:22]=[CH:21][N:20]=1)[C:16]([NH:15][CH2:14][C:10]1[C:11]([CH3:13])=[N:12][C:7]([NH:6][CH3:1])=[CH:8][CH:9]=1)=[O:35])=[CH:33][CH:32]=2, predict the reactants needed to synthesize it. The reactants are: [CH3:1][O-].[Na+].C=O.[NH2:6][C:7]1[N:12]=[C:11]([CH3:13])[C:10]([CH2:14][NH:15][C:16](=[O:35])[C:17]2[CH:22]=[CH:21][N:20]=[C:19]([CH2:23][C:24]3[CH:25]=[C:26]4[C:31](=[CH:32][CH:33]=3)[N:30]=[CH:29][C:28]([Cl:34])=[CH:27]4)[CH:18]=2)=[CH:9][CH:8]=1.[BH4-].[Na+]. (8) Given the product [NH2:25][C:23]1[C:3]([C:1]#[N:2])=[C:4]([CH:20]=[CH:21][CH:22]=1)[O:5][CH2:6][C:7]1([C:14]([NH:16][CH:17]([CH3:19])[CH3:18])=[O:15])[CH2:12][CH2:11][CH2:10][NH:9][C:8]1=[O:13], predict the reactants needed to synthesize it. The reactants are: [C:1]([C:3]1[C:23](F)=[CH:22][CH:21]=[CH:20][C:4]=1[O:5][CH2:6][C:7]1([C:14]([NH:16][CH:17]([CH3:19])[CH3:18])=[O:15])[CH2:12][CH2:11][CH2:10][NH:9][C:8]1=[O:13])#[N:2].[NH3:25]. (9) Given the product [CH3:27][C:25]1([CH3:26])[N:21]([CH2:20][C:18]2[CH:17]=[CH:16][N:15]=[C:14]([NH:13][C:12]([NH:11][CH:9]3[CH2:8][CH:7]([CH2:6][N:42]4[CH2:46][CH2:45][CH2:44][CH2:43]4)[CH2:10]3)=[O:41])[CH:19]=2)[C:22](=[O:40])[N:23]([C:29]2[CH:34]=[CH:33][C:32]([S:35][C:36]([F:37])([F:39])[F:38])=[CH:31][CH:30]=2)[C:24]1=[O:28], predict the reactants needed to synthesize it. The reactants are: CS(O[CH2:6][CH:7]1[CH2:10][CH:9]([NH:11][C:12](=[O:41])[NH:13][C:14]2[CH:19]=[C:18]([CH2:20][N:21]3[C:25]([CH3:27])([CH3:26])[C:24](=[O:28])[N:23]([C:29]4[CH:34]=[CH:33][C:32]([S:35][C:36]([F:39])([F:38])[F:37])=[CH:31][CH:30]=4)[C:22]3=[O:40])[CH:17]=[CH:16][N:15]=2)[CH2:8]1)(=O)=O.[NH:42]1[CH2:46][CH2:45][CH2:44][CH2:43]1.